From a dataset of Merck oncology drug combination screen with 23,052 pairs across 39 cell lines. Regression. Given two drug SMILES strings and cell line genomic features, predict the synergy score measuring deviation from expected non-interaction effect. (1) Drug 1: O=c1[nH]cc(F)c(=O)[nH]1. Drug 2: CC1(c2nc3c(C(N)=O)cccc3[nH]2)CCCN1. Cell line: NCIH2122. Synergy scores: synergy=7.89. (2) Cell line: UWB1289. Drug 1: CS(=O)(=O)CCNCc1ccc(-c2ccc3ncnc(Nc4ccc(OCc5cccc(F)c5)c(Cl)c4)c3c2)o1. Synergy scores: synergy=9.71. Drug 2: O=C(O)C1(Cc2cccc(Nc3nccs3)n2)CCC(Oc2cccc(Cl)c2F)CC1.